From a dataset of Experimentally validated miRNA-target interactions with 360,000+ pairs, plus equal number of negative samples. Binary Classification. Given a miRNA mature sequence and a target amino acid sequence, predict their likelihood of interaction. (1) The miRNA is hsa-miR-1827 with sequence UGAGGCAGUAGAUUGAAU. The protein sequence of the target gene is MRTTKVYKLVIHKKGFGGSDDELVVNPKVFPHIKLGDIVEIAHPNDEYSPLLLQVKSLKEDLQKETISVDQTVTQVFRLRPYQDVYVNVVDPKDVTLDLVELTFKDQYIGRGDMWRLKKSLVSTCAYITQKVEFAGIRAQAGELWVKNEKVMCGYISEETRVVFRSTSAMVYIFIQMSCEMWDFDIYGDLYFEKAVNGFLADLFTKWKEKNCSHEVTVVLFSRTFYDAKSIDEFPEINRASIQEDHKGRFYEDFYKVVVQNERREEWTSLLVTIKKLFIQYPVLVRLEQAGGFPQGDNST.... Result: 0 (no interaction). (2) The miRNA is mmu-miR-15a-5p with sequence UAGCAGCACAUAAUGGUUUGUG. The protein sequence of the target gene is MNVTKDENPRSRSQDLHLFHAWMMLIMTVLFLPVTETSKQNIPRLKLTYKDLLLSNTCIPFLGSSEGLDFQTLLLDEERGILLLGAKDHVFLLSLVDLNKNFKKIYWPAAKERVELCKLAGKDANAECANFIRVLQPYNKTHVYVCGTGAFHPLCGYIDLGANKEELIFKLDTHNLESGRLKCPFDPQQPFASVMTDEHLYSGTASDFLGKDTAFTRSLGLMQDHHSIRTDISEHHWLNGAKFIGTFPIPDTYNPDDDKIYFFFRESSQEGSTSDRSILSRVGRVCKNDVGGQRSLINKW.... Result: 1 (interaction). (3) The miRNA is mmu-miR-17-5p with sequence CAAAGUGCUUACAGUGCAGGUAG. The protein sequence of the target gene is MENEIFTPLLEQFMTSPLVTWVKTFGPLAAGNGTNLDEYVALVDGVFLNQVMLQINPKSESQRVNKKVNNDASLRIHNLSILVKQIKFYYQETLQQLIMMPLPDILIIGKNPFSEQGTEEVKKLLLLLLGCAVQCQKKEEFIEKIQGLDFDTKAAVAAHIQEVTHNQENVFDLQWMEVTDMSQEDIEPLLKNMVSHLRRLIDERDEHSETIVELSEERDGVHFLPHASSSAQSPCGSPGMKRTESRQHLSVELADAKAKIRRLRQELEEKTEQLLDCKQELEQIEVELKRLQQENMNLLS.... Result: 1 (interaction). (4) The protein sequence of the target gene is MSQEKNEMFESEWSKEREREKQLASGLDTAEKALKVESEELQKSKSELICLYNEVHNLPGESESKDHFLIACDLLQRENSELETKVLKLSQEFAQLNHFTLGGKTAPSNLITSENTCKDPESNEPILETEIQSRKEETEELCPKLGERKQKEIPEESVKEGSFPREGQKEEGSQQNRDMKDEEKEQQLTMKPEEIVRLREELSHINQSLLQSQSSGDSSDDSGAQHPSSGEKLKYNQQGEVQQLHQNLHRLQILCNSAENELRYERGQNLDLKQHNSLLQEENIKIKIELKHAQQKLLDS.... The miRNA is hsa-miR-520c-3p with sequence AAAGUGCUUCCUUUUAGAGGGU. Result: 1 (interaction). (5) The miRNA is hsa-miR-4684-5p with sequence CUCUCUACUGACUUGCAACAUA. The protein sequence of the target gene is MSGAIFGPLEGPSSLDAPSIHPLVCPLCHVQYERPCLLDCFHDFCAGCLRGRATDGRLTCPLCQHQTVLKGPSGLPPVDRLLQFLVDSSGDGVEAVRCANCDLECSEQDVETTYFCNTCGQPLCARCRDETHRARMFARHDIVALGQRSRDVPQKCTLHAEPYLLFSTDKKLLLCIRCFRDMQKESRAHCVDLESAYVQGCERLEQAVLAVKALQTATREAIALLQAMVEEVRHSAAEEEDAIHALFGSMQDRLAERKALLLQAVQSQYEEKDKAFKEQLSHLATLLPTLQVHLVICSSF.... Result: 1 (interaction). (6) The miRNA is mmu-miR-3965 with sequence UGCUUAUCAGCCUGAUGUU. The protein sequence of the target gene is MESGARPIGSSCSSPAALSREYKLVMLGAGGVGKSAMTMQFISHRFPEDHDPTIEDAYKIRIRIDDEPANLDILDTAGQAEFTAMRDQYMRAGEGFIICYSITDRRSFHEVREFKQLIYRVRRTDDTPVVLVGNKSDLKQLRQVSKEEGLSLAREFSCPFFETSAAYRYYIDDVFHALVREIRKKEKELVLAMEKKAKPKNSVWKRLKSPFRRKKDSVT. Result: 0 (no interaction). (7) The miRNA is mmu-miR-186-5p with sequence CAAAGAAUUCUCCUUUUGGGCU. The protein sequence of the target gene is MQSYKYDKAIVPESKNGGSPALNNNPRKGGSKRVLLICLDLFCLFMAALPFLIIETSTIKPYRRGFYCNDESIKYPLKVSETINDAVLCAVGIVIAILAIITGEFYRIYYLKEKSRSTTQNPYVAALYKQVGCFLFGCAISQSFTDIAKVSIGRLRPHFLSVCDPDFSQINCSEGYIQNYRCRGEDSKVQEARKSFFSGHASFSMFTMLYLVLYLQARFTWRGARLLRPLLQFTLLMMAFYTGLSRVSDYKHHPSDVLAGFAQGALVACCIVFFVSDLFKTKTSLSLPAPAIRREILSPV.... Result: 0 (no interaction).